This data is from NCI-60 drug combinations with 297,098 pairs across 59 cell lines. The task is: Regression. Given two drug SMILES strings and cell line genomic features, predict the synergy score measuring deviation from expected non-interaction effect. (1) Drug 1: CNC(=O)C1=CC=CC=C1SC2=CC3=C(C=C2)C(=NN3)C=CC4=CC=CC=N4. Drug 2: CS(=O)(=O)C1=CC(=C(C=C1)C(=O)NC2=CC(=C(C=C2)Cl)C3=CC=CC=N3)Cl. Cell line: SK-MEL-2. Synergy scores: CSS=-0.249, Synergy_ZIP=2.46, Synergy_Bliss=3.35, Synergy_Loewe=-2.78, Synergy_HSA=-1.68. (2) Synergy scores: CSS=41.5, Synergy_ZIP=-14.1, Synergy_Bliss=-5.72, Synergy_Loewe=-2.81, Synergy_HSA=-0.670. Cell line: OVCAR-8. Drug 1: C1CN1P(=S)(N2CC2)N3CC3. Drug 2: N.N.Cl[Pt+2]Cl. (3) Drug 1: COC1=NC(=NC2=C1N=CN2C3C(C(C(O3)CO)O)O)N. Drug 2: CC1=C2C(C(=O)C3(C(CC4C(C3C(C(C2(C)C)(CC1OC(=O)C(C(C5=CC=CC=C5)NC(=O)OC(C)(C)C)O)O)OC(=O)C6=CC=CC=C6)(CO4)OC(=O)C)O)C)O. Cell line: CCRF-CEM. Synergy scores: CSS=46.4, Synergy_ZIP=0.924, Synergy_Bliss=-1.76, Synergy_Loewe=-2.68, Synergy_HSA=-2.97. (4) Synergy scores: CSS=14.0, Synergy_ZIP=1.88, Synergy_Bliss=6.26, Synergy_Loewe=-14.9, Synergy_HSA=-0.677. Cell line: COLO 205. Drug 1: CC1=C(C=C(C=C1)NC2=NC=CC(=N2)N(C)C3=CC4=NN(C(=C4C=C3)C)C)S(=O)(=O)N.Cl. Drug 2: CC1CCC2CC(C(=CC=CC=CC(CC(C(=O)C(C(C(=CC(C(=O)CC(OC(=O)C3CCCCN3C(=O)C(=O)C1(O2)O)C(C)CC4CCC(C(C4)OC)OCCO)C)C)O)OC)C)C)C)OC.